From a dataset of Full USPTO retrosynthesis dataset with 1.9M reactions from patents (1976-2016). Predict the reactants needed to synthesize the given product. (1) Given the product [F:19][C:13]1[CH:14]=[C:15]([F:18])[CH:16]=[CH:17][C:12]=1[S:9]([NH:8][C:2]1([OH:40])[CH:7]=[C:6]([B:20]2[O:24][C:23]([CH3:26])([CH3:25])[C:22]([CH3:28])([CH3:27])[O:21]2)[CH:5]=[N:4][CH2:3]1)(=[O:11])=[O:10], predict the reactants needed to synthesize it. The reactants are: Br[C:2]1([NH:8][S:9]([C:12]2[CH:17]=[CH:16][C:15]([F:18])=[CH:14][C:13]=2[F:19])(=[O:11])=[O:10])[CH:7]=[CH:6][CH:5]=[N:4][CH2:3]1.[B:20]1([B:20]2[O:24][C:23]([CH3:26])([CH3:25])[C:22]([CH3:28])([CH3:27])[O:21]2)[O:24][C:23]([CH3:26])([CH3:25])[C:22]([CH3:28])([CH3:27])[O:21]1.C([O-])(=[O:40])C.[K+]. (2) Given the product [Cl:1][C:2]1[CH:20]=[C:19]([F:21])[C:18]([F:22])=[CH:17][C:3]=1[C:4]([NH:6][C:7]1[NH:11][N:10]=[C:9]([C:12]([OH:14])=[O:13])[CH:8]=1)=[O:5], predict the reactants needed to synthesize it. The reactants are: [Cl:1][C:2]1[CH:20]=[C:19]([F:21])[C:18]([F:22])=[CH:17][C:3]=1[C:4]([NH:6][C:7]1[NH:11][N:10]=[C:9]([C:12]([O:14]CC)=[O:13])[CH:8]=1)=[O:5].[OH-].[Na+].Cl. (3) The reactants are: [NH2:1][C:2]([C:4]1[CH:9]=[CH:8][C:7]([N:10]2[CH:19]=[C:18]3[C:12]([CH2:13][CH2:14][N:15](C(OC(C)(C)C)=O)[CH2:16][CH2:17]3)=[N:11]2)=[CH:6][CH:5]=1)=[O:3].FC(F)(F)C(O)=O. Given the product [N:11]1[N:10]([C:7]2[CH:8]=[CH:9][C:4]([C:2]([NH2:1])=[O:3])=[CH:5][CH:6]=2)[CH:19]=[C:18]2[CH2:17][CH2:16][NH:15][CH2:14][CH2:13][C:12]=12, predict the reactants needed to synthesize it. (4) The reactants are: [Br:1][C:2]1[CH:7]=[CH:6][CH:5]=[CH:4][C:3]=1[CH2:8][CH2:9][C:10](O)=[O:11].S(C)C. Given the product [Br:1][C:2]1[CH:7]=[CH:6][CH:5]=[CH:4][C:3]=1[CH2:8][CH2:9][CH2:10][OH:11], predict the reactants needed to synthesize it. (5) Given the product [CH2:1]([C:4]1[C:12]([O:13][CH3:14])=[CH:11][C:10]([Cl:15])=[CH:9][C:5]=1[C:6]([NH:30][CH2:29][C:21]1[C:22]([O:27][CH3:28])=[N:23][C:24]([CH3:26])=[CH:25][C:20]=1[CH2:16][CH2:17][CH:18]=[CH2:19])=[O:8])[CH:2]=[CH2:3], predict the reactants needed to synthesize it. The reactants are: [CH2:1]([C:4]1[C:12]([O:13][CH3:14])=[CH:11][C:10]([Cl:15])=[CH:9][C:5]=1[C:6]([OH:8])=O)[CH:2]=[CH2:3].[CH2:16]([C:20]1[CH:25]=[C:24]([CH3:26])[N:23]=[C:22]([O:27][CH3:28])[C:21]=1[CH2:29][NH2:30])[CH2:17][CH:18]=[CH2:19].C(Cl)CCl.C1C=NC2N(O)N=NC=2C=1.CN1CCOCC1. (6) Given the product [CH2:1]([O:8][C:9]1[CH:14]=[CH:13][C:12]([N:15]2[CH:27]=[C:28]([C:29]([F:32])([F:31])[F:30])[N:25]=[C:16]2[C:17]2[CH:18]=[CH:19][C:20]([O:23][CH3:24])=[CH:21][CH:22]=2)=[CH:11][CH:10]=1)[C:2]1[CH:7]=[CH:6][CH:5]=[CH:4][CH:3]=1, predict the reactants needed to synthesize it. The reactants are: [CH2:1]([O:8][C:9]1[CH:14]=[CH:13][C:12]([NH:15][C:16](=[NH:25])[C:17]2[CH:22]=[CH:21][C:20]([O:23][CH3:24])=[CH:19][CH:18]=2)=[CH:11][CH:10]=1)[C:2]1[CH:7]=[CH:6][CH:5]=[CH:4][CH:3]=1.Br[CH2:27][C:28](=O)[C:29]([F:32])([F:31])[F:30].C(=O)([O-])O.[Na+].